Dataset: Forward reaction prediction with 1.9M reactions from USPTO patents (1976-2016). Task: Predict the product of the given reaction. (1) Given the reactants [CH3:1][C:2]1[CH:7]=[CH:6][C:5]([S:8]([O:11][CH:12]2[CH2:17][CH2:16][CH:15]([OH:18])[CH2:14][CH2:13]2)(=[O:10])=[O:9])=[CH:4][CH:3]=1.[H-].[Na+].[CH2:21](Br)[C:22]1[CH:27]=[CH:26][CH:25]=[CH:24][CH:23]=1, predict the reaction product. The product is: [CH3:1][C:2]1[CH:7]=[CH:6][C:5]([S:8]([O:11][CH:12]2[CH2:17][CH2:16][CH:15]([O:18][CH2:21][C:22]3[CH:27]=[CH:26][CH:25]=[CH:24][CH:23]=3)[CH2:14][CH2:13]2)(=[O:10])=[O:9])=[CH:4][CH:3]=1. (2) Given the reactants ClC1C=C(C=CC=1)C(OO)=[O:6].[CH2:12]1[CH2:16][C:15]2[N:17]=[CH:18][CH:19]=[CH:20][C:14]=2[CH2:13]1, predict the reaction product. The product is: [N+:17]1([O-:6])[CH:18]=[CH:19][CH:20]=[C:14]2[CH2:13][CH2:12][CH2:16][C:15]=12. (3) Given the reactants [C:1]1([CH2:7][CH2:8][CH2:9][CH:10]([NH:20][C:21]([CH:23]2[CH2:28][CH2:27][CH2:26][NH:25][CH2:24]2)=[O:22])[CH2:11][CH2:12][CH2:13][C:14]2[CH:19]=[CH:18][CH:17]=[CH:16][CH:15]=2)[CH:6]=[CH:5][CH:4]=[CH:3][CH:2]=1.[C:29](=[O:32])([O-:31])[NH2:30].[CH:33]([OH:36])([CH3:35])[CH3:34], predict the reaction product. The product is: [C:14]([O:32][C:29](=[O:31])[NH:30][CH:34]([CH2:7][C:1]1[CH:6]=[CH:5][CH:4]=[CH:3][CH:2]=1)[CH:33]([OH:36])[CH2:35][N:25]1[CH2:26][CH2:27][CH2:28][CH:23]([C:21](=[O:22])[NH:20][CH:10]([CH2:11][CH2:12][CH2:13][C:14]2[CH:19]=[CH:18][CH:17]=[CH:16][CH:15]=2)[CH2:9][CH2:8][CH2:7][C:1]2[CH:2]=[CH:3][CH:4]=[CH:5][CH:6]=2)[CH2:24]1)([CH3:19])([CH3:13])[CH3:15]. (4) Given the reactants [C:1]([C:5]1[S:9]/[C:8](=[N:10]\[C:11](=[O:23])[C:12]2[CH:17]=[C:16]([C:18]([F:21])([F:20])[F:19])[CH:15]=[CH:14][C:13]=2F)/[N:7]([CH2:24][C@H:25]2[CH2:29][CH2:28][CH2:27][O:26]2)[CH:6]=1)([CH3:4])([CH3:3])[CH3:2].[OH:30][NH:31][C:32](=[O:34])[CH3:33].CC(C)([O-])C.[Na+], predict the reaction product. The product is: [C:32]([NH:31][O:30][C:13]1[CH:14]=[CH:15][C:16]([C:18]([F:20])([F:21])[F:19])=[CH:17][C:12]=1[C:11](/[N:10]=[C:8]1\[S:9][C:5]([C:1]([CH3:3])([CH3:2])[CH3:4])=[CH:6][N:7]\1[CH2:24][C@H:25]1[CH2:29][CH2:28][CH2:27][O:26]1)=[O:23])(=[O:34])[CH3:33]. (5) Given the reactants F[C:2]1[CH:7]=[CH:6][CH:5]=[C:4]([N+:8]([O-:10])=[O:9])[CH:3]=1.[C:11]1([OH:17])[CH:16]=[CH:15][CH:14]=[CH:13][CH:12]=1, predict the reaction product. The product is: [N+:8]([C:4]1[CH:5]=[CH:6][CH:7]=[C:2]([O:17][C:11]2[CH:16]=[CH:15][CH:14]=[CH:13][CH:12]=2)[CH:3]=1)([O-:10])=[O:9]. (6) Given the reactants [Cl:1][C:2]1[CH:7]=[CH:6][C:5]([CH:8]([OH:33])[CH2:9][NH:10][CH2:11][C:12]2[CH:17]=[C:16]([C:18]([F:21])([F:20])[F:19])[CH:15]=[CH:14][C:13]=2[C:22]2[CH:27]=[C:26]([CH:28]([CH3:30])[CH3:29])[CH:25]=[CH:24][C:23]=2[O:31][CH3:32])=[CH:4][CH:3]=1.[C:34](O[C:34]([O:36][CH2:37][C:38]1[CH:43]=[CH:42][CH:41]=[CH:40][CH:39]=1)=[O:35])([O:36][CH2:37][C:38]1[CH:43]=[CH:42][CH:41]=[CH:40][CH:39]=1)=[O:35].O, predict the reaction product. The product is: [Cl:1][C:2]1[CH:7]=[CH:6][C:5]([CH:8]([OH:33])[CH2:9][N:10]([CH2:11][C:12]2[CH:17]=[C:16]([C:18]([F:19])([F:21])[F:20])[CH:15]=[CH:14][C:13]=2[C:22]2[CH:27]=[C:26]([CH:28]([CH3:29])[CH3:30])[CH:25]=[CH:24][C:23]=2[O:31][CH3:32])[C:34](=[O:35])[O:36][CH2:37][C:38]2[CH:43]=[CH:42][CH:41]=[CH:40][CH:39]=2)=[CH:4][CH:3]=1.